Dataset: Catalyst prediction with 721,799 reactions and 888 catalyst types from USPTO. Task: Predict which catalyst facilitates the given reaction. The catalyst class is: 5. Reactant: [C:1]([CH2:3][C@H:4]1[CH2:15][CH2:14][C:13]2[S:12][C:11]3[N:10]=[CH:9][N:8]=[C:7]([O:16][CH:17]4[CH2:22][CH2:21][CH:20]([N:23]([CH3:31])[C:24](=[O:30])[O:25][C:26]([CH3:29])([CH3:28])[CH3:27])[CH2:19][CH2:18]4)[C:6]=3[C:5]1=2)#[N:2].[OH:32][Li].O.OO. Product: [C:1]([CH2:3][C@H:4]1[CH2:15][CH2:14][C:13]2[S:12][C:11]3[N:10]=[CH:9][N:8]=[C:7]([O:16][CH:17]4[CH2:18][CH2:19][CH:20]([N:23]([CH3:31])[C:24](=[O:30])[O:25][C:26]([CH3:28])([CH3:27])[CH3:29])[CH2:21][CH2:22]4)[C:6]=3[C:5]1=2)(=[O:32])[NH2:2].